Dataset: Experimentally validated miRNA-target interactions with 360,000+ pairs, plus equal number of negative samples. Task: Binary Classification. Given a miRNA mature sequence and a target amino acid sequence, predict their likelihood of interaction. (1) The miRNA is mmu-miR-181d-5p with sequence AACAUUCAUUGUUGUCGGUGGGU. The protein sequence of the target gene is MQLQFRSWMLAALTLLVVFLIFADISEIEEEIGNSGGRGTIRSAVNSLHSKSNRAEVVINGSSPPAVADRSNESLKHNIQPASSKWRHNQTLSLRIRKQILKFLDAEKDISVLKGTLKPGDIIHYIFDRDSTMNVSQNLYELLPRTSPLKNKHFQTCAIVGNSGVLLNSGCGQEIDTHSFVIRCNLAPVQEYARDVGLKTDLVTMNPSVIQRAFEDLVNATWREKLLQRLHGLNGSILWIPAFMARGGKERVEWVNALILKHHVNVRTAYPSLRLLHAVRGYWLTNKVHIKRPTTGLLMY.... Result: 0 (no interaction). (2) The miRNA is hsa-miR-3201 with sequence GGGAUAUGAAGAAAAAU. The protein sequence of the target gene is MVFTPEDRLGKQCLLLPLLLLAAWKVGSGQLHYSVPEEAKHGTFVGRIAQDLGLELAELVPRLFRMASKDREDLLEVNLQNGILFVNSRIDREELCGRSAECSIHLEVIVDRPLQVFHVDVEVRDINDNPPLFPVEEQRVLIYESRLPDSVFPLEGASDADVGSNSILTYKLSSSEYFGLDVKINSDDNKQIGLLLKKSLDREEAPAHNLFLTATDGGKPELTGTVQLLVTVLDVNDNAPTFEQSEYEVRIFENADNGTTVIRLNASDRDEGANGAISYSFNSLVAAMVIDHFSIDRNTG.... Result: 1 (interaction). (3) The miRNA is mmu-miR-677-5p with sequence UUCAGUGAUGAUUAGCUUCUGA. The protein sequence of the target gene is MRPLPGAPGVAAAAALLLLLLPRARSDEHEHTYQDKEEVVLWMNTVGPYHNRQETYKYFSLPFCVGSKKSISHYHETLGEALQGVELEFSGLDIKFKDDVMPGTYCEIDLDKEKRDAFVYAIKNHYWYQMYIDDLPIWGIVGEADENGEDYYLWTYKKLEIGFNGNRIVDVNLTSEGKVKLVPNTKIQMSYSVKWKKSDVKFEDRFDKYLDPSFFQHRIHWFSIFNSFMMVIFLVGLVSMILMRTLRKDYARYSKEEEMDDMDRDLGDEYGWKQVHGDVFRPSSHPLIFSSLIGSGCQIF.... Result: 0 (no interaction). (4) The miRNA is hsa-miR-335-3p with sequence UUUUUCAUUAUUGCUCCUGACC. The protein sequence of the target gene is MVCLKLPGGSCMTALTVTLMVLSSPLALSGDTRPRFLWQPKRECHFFNGTERVRFLDRYFYNQEESVRFDSDVGEFRAVTELGRPDAEYWNSQKDILEQARAAVDTYCRHNYGVVESFTVQRRVQPKVTVYPSKTQPLQHHNLLVCSVSGFYPGSIEVRWFLNGQEEKAGMVSTGLIQNGDWTFQTLVMLETVPRSGEVYTCQVEHPSVTSPLTVEWRARSESAQSKMLSGVGGFVLGLLFLGAGLFIYFRNQKGHSGLQPTGFLS. Result: 1 (interaction). (5) The miRNA is hsa-miR-3616-3p with sequence CGAGGGCAUUUCAUGAUGCAGGC. The protein sequence of the target gene is MNATHCILALQLFLMAVSGCYCHGTVIESLESLNNYFNSSGIDVEEKSLFLDIWRNWQKDGDMKILQSQIISFYLRLFEVLKDNQAISNNISVIESHLITTFFSNSKAKKDAFMSIAKFEVNNPQVQRQAFNELIRVVHQLLPESSLRKRKRSRC. Result: 0 (no interaction). (6) The miRNA is hsa-miR-2115-3p with sequence CAUCAGAAUUCAUGGAGGCUAG. The protein sequence of the target gene is MASSEVARHLLFQSHMATKTTCMSSQGSDDEQIKRENIRSLTMSGHVGFESLPDQLVNRSIQQGFCFNILCVGETGIGKSTLIDTLFNTNFEDYESSHFCPNVKLKAQTYELQESNVQLKLTIVNTVGFGDQINKEESYQPIVDYIDAQFEAYLQEELKIKRSLFTYHDSRIHVCLYFISPTGHSLKTLDLLTMKNLDSKVNIIPVIAKADTVSKTELQKFKIKLMSELVSNGVQIYQFPTDDDTIAKVNAAMNGQLPFAVVGSMDEVKVGNKMVKARQYPWGVVQVENENHCDFVKLRE.... Result: 0 (no interaction).